This data is from Reaction yield outcomes from USPTO patents with 853,638 reactions. The task is: Predict the reaction yield, written as a fraction of the theoretical maximum amount of product (1.0 means a 100% yield; for example, 0.34 means a 34% yield). (1) The reactants are [C:1]([C:5]1[CH:10]=[C:9](O)[N:8]=[CH:7][N:6]=1)([CH3:4])([CH3:3])[CH3:2].P(Cl)(Cl)([Cl:14])=O. No catalyst specified. The product is [C:1]([C:5]1[CH:10]=[C:9]([Cl:14])[N:8]=[CH:7][N:6]=1)([CH3:4])([CH3:3])[CH3:2]. The yield is 0.780. (2) The reactants are [CH2:1]([C:3]1[C:4](=[O:10])[NH:5][C:6](=O)[NH:7][CH:8]=1)[CH3:2].[Cl:11]C1NC(=O)C(C)=C(C)N=1. No catalyst specified. The product is [Cl:11][C:6]1[NH:5][C:4](=[O:10])[C:3]([CH2:1][CH3:2])=[CH:8][N:7]=1. The yield is 0.670. (3) The reactants are [F:1][C:2]1[CH:7]=[C:6](I)[CH:5]=[CH:4][C:3]=1[N:9]1[CH:14]=[C:13]([O:15][CH3:16])[C:12](=[O:17])[C:11]([C:18]2[N:22]([C:23]3[CH:28]=[CH:27][CH:26]=[CH:25][CH:24]=3)[N:21]=[CH:20][CH:19]=2)=[N:10]1.[CH3:29][C:30]1([CH3:36])[O:34][C:33](=[O:35])[NH:32][CH2:31]1.N[C@@H]1CCCC[C@H]1N.[O-]P([O-])([O-])=O.[K+].[K+].[K+].C([O-])(O)=O.[Na+]. The catalyst is O1CCOCC1.[Cu]I. The product is [CH3:29][C:30]1([CH3:36])[O:34][C:33](=[O:35])[N:32]([C:6]2[CH:5]=[CH:4][C:3]([N:9]3[CH:14]=[C:13]([O:15][CH3:16])[C:12](=[O:17])[C:11]([C:18]4[N:22]([C:23]5[CH:28]=[CH:27][CH:26]=[CH:25][CH:24]=5)[N:21]=[CH:20][CH:19]=4)=[N:10]3)=[C:2]([F:1])[CH:7]=2)[CH2:31]1. The yield is 0.660.